This data is from Full USPTO retrosynthesis dataset with 1.9M reactions from patents (1976-2016). The task is: Predict the reactants needed to synthesize the given product. (1) Given the product [C:16]([O:19][CH2:20][C:21]1[C:22]([N:36]2[CH2:47][CH2:46][N:45]3[C:38](=[CH:39][C:40]4[CH2:41][C:42]([CH3:49])([CH3:48])[CH2:43][C:44]=43)[C:37]2=[O:50])=[N:23][CH:24]=[CH:25][C:26]=1[C:11]1[CH:12]=[C:7]([NH:6][C:3]2[CH:4]=[CH:5][NH:1][N:2]=2)[C:8](=[O:15])[N:9]([CH3:14])[CH:10]=1)(=[O:18])[CH3:17], predict the reactants needed to synthesize it. The reactants are: [NH:1]1[CH:5]=[CH:4][C:3]([NH:6][C:7]2[C:8](=[O:15])[N:9]([CH3:14])[CH:10]=[C:11](Br)[CH:12]=2)=[N:2]1.[C:16]([O:19][CH2:20][C:21]1[C:22]([N:36]2[CH2:47][CH2:46][N:45]3[C:38](=[CH:39][C:40]4[CH2:41][C:42]([CH3:49])([CH3:48])[CH2:43][C:44]=43)[C:37]2=[O:50])=[N:23][CH:24]=[CH:25][C:26]=1B1OC(C)(C)C(C)(C)O1)(=[O:18])[CH3:17].[O-]P([O-])([O-])=O.[K+].[K+].[K+].C([O-])(=O)C.[Na+]. (2) Given the product [O:1]1[C:5]2[CH:6]=[CH:7][C:8]([C:10]3([C:13]([NH:15][C:16]4[CH:17]=[C:18]5[C:22](=[CH:23][CH:24]=4)[NH:21][C:20]([CH2:25][OH:26])=[CH:19]5)=[O:14])[CH2:12][CH2:11]3)=[CH:9][C:4]=2[O:3][CH2:2]1, predict the reactants needed to synthesize it. The reactants are: [O:1]1[C:5]2[CH:6]=[CH:7][C:8]([C:10]3([C:13]([NH:15][C:16]4[CH:17]=[C:18]5[C:22](=[CH:23][CH:24]=4)[NH:21][C:20]([C:25](OCC)=[O:26])=[CH:19]5)=[O:14])[CH2:12][CH2:11]3)=[CH:9][C:4]=2[O:3][CH2:2]1.[Li+].[BH4-]. (3) The reactants are: [CH3:1][C:2]1[CH:7]=[CH:6][C:5]2[O:8][CH2:9][C:10]([CH2:12][O:13][C:4]=2[CH:3]=1)=[O:11].[CH3:14][O:15][C:16]1[CH:17]=[C:18]([CH:21]=[CH:22][C:23]=1[O:24][CH3:25])[CH:19]=O. Given the product [CH3:14][O:15][C:16]1[CH:17]=[C:18](/[CH:19]=[C:9]2/[C:10](=[O:11])/[C:12](=[CH:1]/[C:2]3[CH:7]=[CH:6][C:5]([O:8][CH3:9])=[C:4]([O:13][CH3:12])[CH:3]=3)/[O:13][C:4]3[CH:3]=[C:2]([CH3:1])[CH:7]=[CH:6][C:5]=3[O:8]/2)[CH:21]=[CH:22][C:23]=1[O:24][CH3:25], predict the reactants needed to synthesize it. (4) Given the product [NH2:1][C:2]1[CH:7]=[CH:6][CH:5]=[CH:4][C:3]=1[NH:8][C:9](=[O:32])[C:10]1[CH:11]=[CH:12][C:13]([C:16]2[C:21]([CH3:22])=[CH:20][C:19]([CH2:23][N:24]3[CH2:25][CH2:28][CH2:29]3)=[CH:18][N:17]=2)=[CH:14][CH:15]=1, predict the reactants needed to synthesize it. The reactants are: [NH2:1][C:2]1[CH:7]=[CH:6][CH:5]=[CH:4][C:3]=1[NH:8][C:9](=[O:32])[C:10]1[CH:15]=[CH:14][C:13]([C:16]2[C:21]([CH3:22])=[CH:20][C:19]([CH2:23][N:24]3[CH2:29][CH2:28]N(CC)C[CH2:25]3)=[CH:18][N:17]=2)=[CH:12][CH:11]=1.N1CCC1.C(O)(=O)C.C(O[BH-](OC(=O)C)OC(=O)C)(=O)C.[Na+]. (5) Given the product [Cl:3][C:4]1[CH:5]=[C:6](/[CH:16]=[CH:17]/[C:18]([O:20][CH2:21][CH3:22])=[O:19])[CH:7]=[N:8][C:9]=1[NH:10][C@@H:11]1[CH2:15][CH2:14][N:13]([S:29]([C:26]2[CH:27]=[CH:28][C:23]([CH3:33])=[CH:24][CH:25]=2)(=[O:31])=[O:30])[CH2:12]1, predict the reactants needed to synthesize it. The reactants are: Cl.Cl.[Cl:3][C:4]1[CH:5]=[C:6](/[CH:16]=[CH:17]/[C:18]([O:20][CH2:21][CH3:22])=[O:19])[CH:7]=[N:8][C:9]=1[NH:10][C@@H:11]1[CH2:15][CH2:14][NH:13][CH2:12]1.[C:23]1([CH3:33])[CH:28]=[CH:27][C:26]([S:29](Cl)(=[O:31])=[O:30])=[CH:25][CH:24]=1.CCN(CC)CC.CCOC(C)=O. (6) Given the product [Cl:1][C:2]1[CH:7]=[CH:6][C:5]([S:8]([NH:12][C:13]2[CH:14]=[C:15]([CH:47]=[CH:48][C:49]=2[OH:50])[O:16][CH2:17][C@@H:18]([OH:46])[CH2:19][NH:20][C@@H:21]([CH2:24][C:25]2[CH:30]=[CH:29][C:28]([OH:31])=[CH:27][CH:26]=2)[CH2:22][OH:23])(=[O:10])=[O:9])=[CH:4][CH:3]=1, predict the reactants needed to synthesize it. The reactants are: [Cl:1][C:2]1[CH:7]=[CH:6][C:5]([S:8](Cl)(=[O:10])=[O:9])=[CH:4][CH:3]=1.[NH2:12][C:13]1[CH:14]=[C:15]([CH:47]=[CH:48][C:49]=1[O:50]CC1C=CC=CC=1)[O:16][CH2:17][C@@H:18]([OH:46])[CH2:19][N:20](CC1C=CC=CC=1)[C@@H:21]([CH2:24][C:25]1[CH:30]=[CH:29][C:28]([O:31]CC2C=CC=CC=2)=[CH:27][CH:26]=1)[CH2:22][OH:23].N1C=CC=CC=1.C(=O)(O)[O-].[Na+].